From a dataset of Forward reaction prediction with 1.9M reactions from USPTO patents (1976-2016). Predict the product of the given reaction. (1) Given the reactants C(Cl)(C(Cl)=O)=O.CS(C)=O.[CH2:11]([N:18]([CH2:25][CH2:26][CH2:27][N:28]1[CH2:34][CH:33]([OH:35])[C:32]([CH:37]2[CH2:40][CH2:39][CH2:38]2)([OH:36])[C:31]2[CH:41]=[CH:42][CH:43]=[CH:44][C:30]=2[CH2:29]1)[C:19](=[O:24])[C:20]([F:23])([F:22])[F:21])[C:12]1[CH:17]=[CH:16][CH:15]=[CH:14][CH:13]=1.O, predict the reaction product. The product is: [CH2:11]([N:18]([CH2:25][CH2:26][CH2:27][N:28]1[CH2:34][C:33](=[O:35])[C:32]([CH:37]2[CH2:40][CH2:39][CH2:38]2)([OH:36])[C:31]2[CH:41]=[CH:42][CH:43]=[CH:44][C:30]=2[CH2:29]1)[C:19](=[O:24])[C:20]([F:23])([F:21])[F:22])[C:12]1[CH:17]=[CH:16][CH:15]=[CH:14][CH:13]=1. (2) The product is: [O:21]1[C:22]2[C:23](=[N:24][CH:25]=[CH:26][CH:27]=2)[O:28][C@@H:19]([C:16]2[CH:15]=[CH:14][C:13]([CH2:12][N:9]3[CH2:10][CH2:11][N:32]([CH2:31][C:30]#[N:29])[CH2:7][CH2:8]3)=[CH:18][CH:17]=2)[CH2:20]1. Given the reactants C(OC(C1[CH2:11][CH2:10][N:9]([CH2:12][C:13]2[CH:18]=[CH:17][C:16]([C@@H:19]3[O:28][C:23]4=[N:24][CH:25]=[CH:26][CH:27]=[C:22]4[O:21][CH2:20]3)=[CH:15][CH:14]=2)[CH2:8][CH2:7]1)=O)C.[N:29]1(CC#N)CC[NH:32][CH2:31][CH2:30]1.C(OC(N1CCN(CC#N)CC1)=O)(C)(C)C.Cl.C12NC(CC1)CN(C(=O)C)C2, predict the reaction product. (3) Given the reactants Br[C:2]1[CH:3]=[C:4]([CH:8]=[O:9])[CH:5]=[CH:6][CH:7]=1.[OH:10][C:11]1[CH:12]=[C:13]([CH2:17][C:18]([O:20][CH3:21])=[O:19])[CH:14]=[CH:15][CH:16]=1.C(=O)([O-])[O-].[K+].[K+], predict the reaction product. The product is: [C:8](=[C:4]1[CH:5]=[CH:6][CH:7]=[C:2]([O:10][C:11]2[CH:12]=[C:13]([CH2:17][C:18]([O:20][CH3:21])=[O:19])[CH:14]=[CH:15][CH:16]=2)[CH2:3]1)=[O:9]. (4) Given the reactants [Cl:1][C:2]1[N:10]=[CH:9][CH:8]=[CH:7][C:3]=1[C:4](O)=[O:5].S(Cl)(Cl)=O.[BH4-].[Na+].[Cl-].[Na+], predict the reaction product. The product is: [Cl:1][C:2]1[C:3]([CH2:4][OH:5])=[CH:7][CH:8]=[CH:9][N:10]=1.